Dataset: Catalyst prediction with 721,799 reactions and 888 catalyst types from USPTO. Task: Predict which catalyst facilitates the given reaction. (1) Reactant: [CH:1]1C=C(Cl)C=C(C(OO)=O)C=1.[C:12]([O:16][C:17](=[O:28])[NH:18][CH2:19][C:20]1[CH:25]=[CH:24][CH:23]=[CH:22][C:21]=1SC)([CH3:15])([CH3:14])[CH3:13].[S:29]([O-:32])([O-])=[O:30].[Na+].[Na+]. Product: [C:12]([O:16][C:17](=[O:28])[NH:18][CH2:19][C:20]1[CH:21]=[CH:22][CH:23]=[CH:24][C:25]=1[S:29]([CH3:1])(=[O:32])=[O:30])([CH3:15])([CH3:13])[CH3:14]. The catalyst class is: 2. (2) Reactant: [Cl:1][C:2]1[CH:9]=[C:8](F)[CH:7]=[CH:6][C:3]=1[C:4]#[N:5].[NH2:11][C@H:12]([C:20]([OH:22])=[O:21])[CH2:13][C:14]1[CH:19]=[CH:18][CH:17]=[CH:16][CH:15]=1.C(=O)([O-])[O-].[Cs+].[Cs+].C(OCC)(=O)C. Product: [Cl:1][C:2]1[CH:9]=[C:8]([NH:11][C@H:12]([C:20]([OH:22])=[O:21])[CH2:13][C:14]2[CH:19]=[CH:18][CH:17]=[CH:16][CH:15]=2)[CH:7]=[CH:6][C:3]=1[C:4]#[N:5]. The catalyst class is: 16. (3) Reactant: CC(C)[CH2:3][C:4]1[CH:9]=[CH:8][C:7]([C:10]2[O:14][N:13]=[C:12]([C:15]3[CH:20]=[CH:19][C:18]([CH2:21]O)=[CH:17][CH:16]=3)[N:11]=2)=[CH:6][CH:5]=1.[NH:24]1[CH2:27][CH:26]([C:28]([OH:30])=[O:29])[CH2:25]1.[C:31](O)(=O)[CH3:32].[C:35]([BH3-])#N.[Na+]. Product: [CH3:35][CH2:31][CH2:32][CH2:3][C:4]1[CH:9]=[CH:8][C:7]([C:10]2[O:14][N:13]=[C:12]([C:15]3[CH:20]=[CH:19][C:18]([CH2:21][N:24]4[CH2:27][CH:26]([C:28]([OH:30])=[O:29])[CH2:25]4)=[CH:17][CH:16]=3)[N:11]=2)=[CH:6][CH:5]=1. The catalyst class is: 5.